This data is from Catalyst prediction with 721,799 reactions and 888 catalyst types from USPTO. The task is: Predict which catalyst facilitates the given reaction. (1) Reactant: [Cl:1][C:2]1[CH:9]=[CH:8][C:5]([CH:6]=O)=[C:4]([CH3:10])[CH:3]=1.Cl.CN.C([O-])(=O)C.[Na+].[N+:19]([CH3:22])([O-:21])=[O:20]. Product: [Cl:1][C:2]1[CH:9]=[CH:8][C:5]([CH:6]=[CH:22][N+:19]([O-:21])=[O:20])=[C:4]([CH3:10])[CH:3]=1. The catalyst class is: 229. (2) Reactant: [C:1]12[C:7](=[CH:8][CH:9]=[CH:10][CH:11]=1)[NH:6]C(=O)[O:4][C:2]2=O.[NH2:13][C:14]1[CH:22]=[C:21]2[C:17]([CH:18]=[CH:19][NH:20]2)=[CH:16][CH:15]=1.C1(C)C=CC=CC=1. Product: [NH:20]1[C:21]2[C:17](=[CH:16][CH:15]=[C:14]([NH:13][C:2](=[O:4])[C:1]3[CH:11]=[CH:10][CH:9]=[CH:8][C:7]=3[NH2:6])[CH:22]=2)[CH:18]=[CH:19]1. The catalyst class is: 3. (3) Reactant: [NH2:1][C:2]1[N:6]([C:7]([CH3:10])([CH3:9])[CH3:8])[NH:5][C:4](=[O:11])[CH:3]=1.C(NN)(C)(C)C.C(CC(OCC)=O)#N.[Br:26][C:27]1[CH:28]=[C:29]([CH:32]=[CH:33][C:34]=1[F:35])[CH:30]=O.[C:36]1(=O)[CH2:40][CH2:39][C:38](=[O:41])[CH2:37]1. Product: [Br:26][C:27]1[CH:28]=[C:29]([CH:30]2[C:3]3[C:4](=[O:11])[NH:5][N:6]([C:7]([CH3:8])([CH3:10])[CH3:9])[C:2]=3[NH:1][C:36]3[CH2:40][CH2:39][C:38](=[O:41])[C:37]2=3)[CH:32]=[CH:33][C:34]=1[F:35]. The catalyst class is: 8. (4) Reactant: O/[CH:2]=[C:3]1/[CH2:4][C@:5]2([C:19]3[CH:24]=[CH:23][CH:22]=[CH:21][CH:20]=3)[C:14]3[N:13]=[CH:12][N:11]=[CH:10][C:9]=3[CH2:8][CH2:7][C@H:6]2[C@H:15]([CH3:18])[C:16]/1=[O:17].Cl.[NH2:26]O.C(=O)(O)[O-].[Na+]. Product: [CH3:18][C@H:15]1[C@@H:6]2[CH2:7][CH2:8][C:9]3[CH:10]=[N:11][CH:12]=[N:13][C:14]=3[C@@:5]2([C:19]2[CH:24]=[CH:23][CH:22]=[CH:21][CH:20]=2)[CH2:4][C:3]2[CH:2]=[N:26][O:17][C:16]1=2. The catalyst class is: 40.